Dataset: Peptide-MHC class I binding affinity with 185,985 pairs from IEDB/IMGT. Task: Regression. Given a peptide amino acid sequence and an MHC pseudo amino acid sequence, predict their binding affinity value. This is MHC class I binding data. (1) The peptide sequence is FREVWKQLF. The MHC is HLA-A02:11 with pseudo-sequence HLA-A02:11. The binding affinity (normalized) is 0.0847. (2) The peptide sequence is TIHHASAPL. The MHC is HLA-A02:03 with pseudo-sequence HLA-A02:03. The binding affinity (normalized) is 0.530. (3) The peptide sequence is VTFDRLQVL. The MHC is Patr-B0101 with pseudo-sequence Patr-B0101. The binding affinity (normalized) is 0.437. (4) The peptide sequence is FRYKSRCYV. The MHC is HLA-B15:01 with pseudo-sequence HLA-B15:01. The binding affinity (normalized) is 0.0847. (5) The peptide sequence is GPEGPLGQL. The MHC is HLA-A03:01 with pseudo-sequence HLA-A03:01. The binding affinity (normalized) is 0.213. (6) The peptide sequence is KYQLKHIVW. The MHC is HLA-B08:01 with pseudo-sequence HLA-B08:01. The binding affinity (normalized) is 0.201. (7) The peptide sequence is WFQRIPLQW. The MHC is HLA-A02:01 with pseudo-sequence HLA-A02:01. The binding affinity (normalized) is 0.0847.